The task is: Predict the reactants needed to synthesize the given product.. This data is from Retrosynthesis with 50K atom-mapped reactions and 10 reaction types from USPTO. Given the product COC(=O)Cc1ccc(C#Cc2cc(C(C)(C)C)c(OC(C)C)c(C=O)c2C)cc1, predict the reactants needed to synthesize it. The reactants are: C#Cc1cc(C(C)(C)C)c(OC(C)C)c(C=O)c1C.COC(=O)Cc1ccc(I)cc1.